From a dataset of Full USPTO retrosynthesis dataset with 1.9M reactions from patents (1976-2016). Predict the reactants needed to synthesize the given product. (1) Given the product [Br:1]/[CH:2]=[C:3]1\[CH2:4][CH2:5][CH2:6][C@@:7]2([CH3:15])[C@H:11]\1[CH2:10][CH2:9][C@@H:8]2[C@H:12]([OH:14])[CH3:13], predict the reactants needed to synthesize it. The reactants are: [Br:1]/[CH:2]=[C:3]1\[CH2:4][CH2:5][CH2:6][C@@:7]2([CH3:15])[C@H:11]\1[CH2:10][CH2:9][C@@H:8]2[C:12](=[O:14])[CH3:13].C([BH-](C(CC)C)C(CC)C)(CC)C.[Li+].[OH-].[Na+].OO. (2) Given the product [CH:6]1([N:5]([CH2:4][CH2:3][C:1]2[NH:69][N:68]=[C:60]([C:61]3[CH:66]=[CH:65][N:64]=[CH:63][CH:62]=3)[N:2]=2)[C:46](=[O:48])[CH2:45][C:35]2[C:44]3[C:39](=[CH:40][CH:41]=[CH:42][CH:43]=3)[CH:38]=[CH:37][CH:36]=2)[CH2:10][CH2:9][CH2:8][CH2:7]1, predict the reactants needed to synthesize it. The reactants are: [C:1]([CH2:3][CH2:4][NH:5][CH:6]1[CH2:10][CH2:9][CH2:8][CH2:7]1)#[N:2].CN(C(ON1N=NC2C=CC=NC1=2)=[N+](C)C)C.F[P-](F)(F)(F)(F)F.[C:35]1([CH2:45][C:46]([OH:48])=O)[C:44]2[C:39](=[CH:40][CH:41]=[CH:42][CH:43]=2)[CH:38]=[CH:37][CH:36]=1.C(N(C(C)C)CC)(C)C.[Li+].[Cl-].[C:60]([NH:68][NH2:69])(=O)[C:61]1[CH:66]=[CH:65][N:64]=[CH:63][CH:62]=1.C[O-].[Na+]. (3) Given the product [Cl:25][C:2]1[C:7]([C:8]#[N:9])=[CH:6][N:5]=[C:4]2[C:10]3[CH:16]=[CH:15][CH:14]=[CH:13][C:11]=3[O:12][C:3]=12, predict the reactants needed to synthesize it. The reactants are: O[C:2]1[C:7]([C:8]#[N:9])=[CH:6][N:5]=[C:4]2[C:10]3[CH:16]=[CH:15][CH:14]=[CH:13][C:11]=3[O:12][C:3]=12.CCCCCC.P(Cl)(Cl)([Cl:25])=O.